Dataset: Peptide-MHC class II binding affinity with 134,281 pairs from IEDB. Task: Regression. Given a peptide amino acid sequence and an MHC pseudo amino acid sequence, predict their binding affinity value. This is MHC class II binding data. (1) The peptide sequence is PKGGAESSSKAALTS. The MHC is DRB3_0101 with pseudo-sequence DRB3_0101. The binding affinity (normalized) is 0.158. (2) The peptide sequence is ECHQEEDFRVTCKDIQRIPS. The MHC is DRB1_0301 with pseudo-sequence DRB1_0301. The binding affinity (normalized) is 0. (3) The peptide sequence is EAVRHFPRPWLHGL. The MHC is HLA-DQA10201-DQB10202 with pseudo-sequence HLA-DQA10201-DQB10202. The binding affinity (normalized) is 0. (4) The peptide sequence is AAASWDALAAELASA. The binding affinity (normalized) is 0.681. The MHC is HLA-DQA10501-DQB10201 with pseudo-sequence HLA-DQA10501-DQB10201. (5) The peptide sequence is GPVTILNWSFVRNDQ. The MHC is DRB1_1101 with pseudo-sequence DRB1_1101. The binding affinity (normalized) is 0.0243.